Dataset: Forward reaction prediction with 1.9M reactions from USPTO patents (1976-2016). Task: Predict the product of the given reaction. (1) The product is: [F:1][C:2]([F:14])([F:15])[C:3]1[CH:4]=[C:5]([NH:6][C:28](=[O:29])[CH2:27][CH:25]2[CH2:26][N:23]([C:21]([O:20][C:16]([CH3:18])([CH3:17])[CH3:19])=[O:22])[CH2:24]2)[CH:7]=[C:8]([C:10]([F:11])([F:12])[F:13])[CH:9]=1. Given the reactants [F:1][C:2]([F:15])([F:14])[C:3]1[CH:4]=[C:5]([CH:7]=[C:8]([C:10]([F:13])([F:12])[F:11])[CH:9]=1)[NH2:6].[C:16]([O:20][C:21]([N:23]1[CH2:26][CH:25]([CH2:27][C:28](O)=[O:29])[CH2:24]1)=[O:22])([CH3:19])([CH3:18])[CH3:17].CCN(C(C)C)C(C)C.CN(C(ON1N=NC2C=CC=NC1=2)=[N+](C)C)C.F[P-](F)(F)(F)(F)F, predict the reaction product. (2) Given the reactants [Br:1][C:2]1[CH:3]=[CH:4][C:5]([OH:11])=[C:6]([C:8](=[O:10])[CH3:9])[CH:7]=1.C[Si]([N-][Si](C)(C)C)(C)C.[Li+].[C:22](=O)([O:25]C)[O:23][CH3:24].Cl, predict the reaction product. The product is: [OH:11][C:5]1[CH:4]=[CH:3][C:2]([Br:1])=[CH:7][C:6]=1[C:8]([CH2:9][C:22]([O:23][CH3:24])=[O:25])=[O:10]. (3) Given the reactants [CH2:1]([N:3]1[C:7]([C:8]2[CH2:9][CH:10]([NH:13][C:14]3[CH:21]=[CH:20][C:17]([C:18]#[N:19])=[C:16]([C:22]([F:25])([F:24])[F:23])[CH:15]=3)[CH2:11][CH:12]=2)=[CH:6][N:5]=[CH:4]1)[CH3:2].Br[CH2:27][CH:28]1[CH2:30][CH2:29]1, predict the reaction product. The product is: [CH:28]1([CH2:27][N:13]([CH:10]2[CH2:11][CH:12]=[C:8]([C:7]3[N:3]([CH2:1][CH3:2])[CH:4]=[N:5][CH:6]=3)[CH2:9]2)[C:14]2[CH:21]=[CH:20][C:17]([C:18]#[N:19])=[C:16]([C:22]([F:25])([F:23])[F:24])[CH:15]=2)[CH2:30][CH2:29]1. (4) Given the reactants [S:1]1[CH:5]=[CH:4][C:3]2[CH:6]=[CH:7][CH:8]=[CH:9][C:2]1=2.[Li][C:11](C)([CH3:13])[CH3:12], predict the reaction product. The product is: [CH2:12]([C:5]1[S:1][C:2]2[CH:9]=[CH:8][CH:7]=[CH:6][C:3]=2[CH:4]=1)[CH2:11][CH3:13]. (5) Given the reactants [S:1]1[CH:5]=[CH:4][CH:3]=[C:2]1[C:6]([OH:8])=[O:7].Cl[CH2:10]CCl, predict the reaction product. The product is: [S:1]1[CH:5]=[CH:4][CH:3]=[C:2]1[C:6]([O:8][CH3:10])=[O:7]. (6) Given the reactants [Cl:1][C:2]1[CH:7]=[C:6]([Cl:8])[CH:5]=[CH:4][C:3]=1[C:9]1[N:10]=[C:11]([CH2:28][CH3:29])[C:12]([NH:17][C@@H:18]2[C:26]3[C:21](=CC=CC=3)[CH2:20][C@@H:19]2O)=[N:13][C:14]=1[CH2:15][CH3:16].Br[C:31]1[N:32]=[C:36]([CH2:37]C)[C:31](NC2[C:31]3=[N:32]C=CC=[C:36]3[CH2:37]C2)=[N:32][C:36]=1[CH2:37]C, predict the reaction product. The product is: [Cl:1][C:2]1[CH:7]=[C:6]([Cl:8])[CH:5]=[CH:4][C:3]=1[C:9]1[N:10]=[C:11]([CH2:28][CH3:29])[C:12]([NH:17][CH:18]2[C:26]3=[N:32][CH:31]=[CH:36][CH:37]=[C:21]3[CH2:20][CH2:19]2)=[N:13][C:14]=1[CH2:15][CH3:16].